Dataset: Full USPTO retrosynthesis dataset with 1.9M reactions from patents (1976-2016). Task: Predict the reactants needed to synthesize the given product. (1) Given the product [CH3:1][O:2][C:3](=[O:26])[CH2:4][C@H:5]1[C:9]2[CH:10]=[CH:11][C:12]([O:14][C@H:15]3[C:23]4[C:18](=[C:19]([O:25][C:32]5[CH:33]=[CH:34][C:29]([C:27]#[N:28])=[C:30]([O:38][CH3:39])[CH:31]=5)[CH:20]=[CH:21][C:22]=4[F:24])[CH2:17][CH2:16]3)=[CH:13][C:8]=2[O:7][CH2:6]1, predict the reactants needed to synthesize it. The reactants are: [CH3:1][O:2][C:3](=[O:26])[CH2:4][C@H:5]1[C:9]2[CH:10]=[CH:11][C:12]([O:14][C@H:15]3[C:23]4[C:18](=[C:19]([OH:25])[CH:20]=[CH:21][C:22]=4[F:24])[CH2:17][CH2:16]3)=[CH:13][C:8]=2[O:7][CH2:6]1.[C:27]([C:29]1[CH:34]=[CH:33][C:32](B(O)O)=[CH:31][C:30]=1[O:38][CH3:39])#[N:28]. (2) The reactants are: [F:1][C:2]1[CH:3]=[C:4]2[C:8](=[C:9]([C:12]([OH:14])=O)[C:10]=1[F:11])[NH:7][CH:6]=[CH:5]2.CN(C(ON1N=NC2C=CC=CC1=2)=[N+](C)C)C.[B-](F)(F)(F)F.C(N(CC)C(C)C)(C)C.[C:46]([C:50]1[CH:67]=[CH:66][C:53]([CH2:54][NH:55][CH2:56][CH:57]([C:59]2[CH:64]=[CH:63][C:62]([F:65])=[CH:61][CH:60]=2)[OH:58])=[CH:52][CH:51]=1)([CH3:49])([CH3:48])[CH3:47]. Given the product [C:46]([C:50]1[CH:67]=[CH:66][C:53]([CH2:54][N:55]([CH2:56][CH:57]([C:59]2[CH:60]=[CH:61][C:62]([F:65])=[CH:63][CH:64]=2)[OH:58])[C:12]([C:9]2[C:10]([F:11])=[C:2]([F:1])[CH:3]=[C:4]3[C:8]=2[NH:7][CH:6]=[CH:5]3)=[O:14])=[CH:52][CH:51]=1)([CH3:49])([CH3:47])[CH3:48], predict the reactants needed to synthesize it.